Predict the reaction yield, written as a fraction of the theoretical maximum amount of product (1.0 means a 100% yield; for example, 0.34 means a 34% yield). From a dataset of Reaction yield outcomes from USPTO patents with 853,638 reactions. (1) The reactants are [Cl:1][C:2]1[CH:7]=[CH:6][CH:5]=[C:4]([Cl:8])[C:3]=1[C:9]#[C:10][C:11]([OH:13])=O.C(N(C(C)C)CC)(C)C.[B-](F)(F)(F)F.CN(C(ON1C(=O)C=CC=C1)=[N+](C)C)C.[NH2:43][C:44]1[CH:45]=[C:46]([NH:50][C:51]2[N:59]=[C:58]([NH:60][CH:61]3[CH2:66][CH2:65][CH:64]([OH:67])[CH2:63][CH2:62]3)[N:57]=[C:56]3[C:52]=2[N:53]=[CH:54][N:55]3[CH2:68][CH3:69])[CH:47]=[CH:48][CH:49]=1. The catalyst is CN(C=O)C.C(#N)C. The product is [CH2:68]([N:55]1[CH:54]=[N:53][C:52]2[C:56]1=[N:57][C:58]([NH:60][C@H:61]1[CH2:66][CH2:65][C@H:64]([OH:67])[CH2:63][CH2:62]1)=[N:59][C:51]=2[NH:50][C:46]1[CH:45]=[C:44]([NH:43][C:11](=[O:13])[C:10]#[C:9][C:3]2[C:4]([Cl:8])=[CH:5][CH:6]=[CH:7][C:2]=2[Cl:1])[CH:49]=[CH:48][CH:47]=1)[CH3:69]. The yield is 0.600. (2) The reactants are Br[C:2]1[CH:3]=[CH:4][C:5]2[NH:6][C:7]3[C:12]([C:13]=2[CH:14]=1)=[CH:11][C:10](Br)=[CH:9][CH:8]=3.[C:16]1(B(O)O)[CH:21]=[CH:20][CH:19]=[CH:18][CH:17]=1.[CH:25]1(P([CH:25]2[CH2:30][CH2:29][CH2:28][CH2:27][CH2:26]2)C2C=CC=CC=2C2C(OC)=CC=CC=2OC)[CH2:30][CH2:29][CH2:28][CH2:27][CH2:26]1.O.P([O-])([O-])([O-])=O.[K+].[K+].[K+]. The catalyst is C1(C)C=CC=CC=1.O. The product is [C:16]1([C:2]2[CH:3]=[CH:4][C:5]3[NH:6][C:7]4[C:12]([C:13]=3[CH:14]=2)=[CH:11][C:10]([C:25]2[CH:30]=[CH:29][CH:28]=[CH:27][CH:26]=2)=[CH:9][CH:8]=4)[CH:21]=[CH:20][CH:19]=[CH:18][CH:17]=1. The yield is 0.750. (3) The catalyst is C(Cl)Cl.O. The product is [C:8]1([C:14]2[CH:19]=[C:18]([CH:20]3[CH2:21][CH2:22][N:23]([CH:47]4[CH2:48][O:49][C:44]([CH3:51])([CH3:43])[O:45][CH2:46]4)[CH2:24][CH2:25]3)[CH:17]=[CH:16][C:15]=2[NH:26][C:27]([C:29]2[NH:30][CH:31]=[C:32]([C:34]#[N:35])[N:33]=2)=[O:28])[CH2:13][CH2:12][CH2:11][CH2:10][CH:9]=1. The yield is 0.280. The reactants are FC(F)(F)C(O)=O.[C:8]1([C:14]2[CH:19]=[C:18]([CH:20]3[CH2:25][CH2:24][NH:23][CH2:22][CH2:21]3)[CH:17]=[CH:16][C:15]=2[NH:26][C:27]([C:29]2[NH:30][CH:31]=[C:32]([C:34]#[N:35])[N:33]=2)=[O:28])[CH2:13][CH2:12][CH2:11][CH2:10][CH:9]=1.CCN(CC)CC.[CH3:43][C:44]1([CH3:51])[O:49][CH2:48][C:47](=O)[CH2:46][O:45]1.[BH-](OC(C)=O)(OC(C)=O)OC(C)=O.[Na+]. (4) The reactants are [Cl:1][C:2]1[CH:7]=[CH:6][C:5]([C:8]2([OH:16])[CH2:13][CH2:12][NH:11][CH2:10][C:9]2([CH3:15])[CH3:14])=[CH:4][CH:3]=1.C(=O)([O-])[O-].[K+].[K+].[CH3:23][O:24][C:25](=[O:40])[C:26]1[CH:31]=[C:30]([Cl:32])[C:29]([O:33][CH3:34])=[CH:28][C:27]=1[O:35][CH2:36][CH2:37][CH2:38]Br. The catalyst is CN(C=O)C.O. The product is [CH3:23][O:24][C:25](=[O:40])[C:26]1[CH:31]=[C:30]([Cl:32])[C:29]([O:33][CH3:34])=[CH:28][C:27]=1[O:35][CH2:36][CH2:37][CH2:38][N:11]1[CH2:12][CH2:13][C:8]([C:5]2[CH:6]=[CH:7][C:2]([Cl:1])=[CH:3][CH:4]=2)([OH:16])[C:9]([CH3:14])([CH3:15])[CH2:10]1. The yield is 0.796. (5) The reactants are [CH2:1]([O:8][C:9]1[C:10](=[O:24])[NH:11][C:12](=[O:23])[N:13]([CH2:15][CH2:16][C:17]2[CH:22]=[CH:21][CH:20]=[CH:19][CH:18]=2)[N:14]=1)[C:2]1[CH:7]=[CH:6][CH:5]=[CH:4][CH:3]=1.BrC1C(=O)NC(=O)N(CC2C3C(=CC=CC=3)[C:36]([F:43])=[CH:35][CH:34]=2)N=1. No catalyst specified. The product is [CH2:1]([O:8][C:9]1[C:10](=[O:24])[NH:11][C:12](=[O:23])[N:13]([CH2:15][C:16]2[C:17]3[C:18](=[CH:19][CH:20]=[CH:21][CH:22]=3)[C:36]([F:43])=[CH:35][CH:34]=2)[N:14]=1)[C:2]1[CH:7]=[CH:6][CH:5]=[CH:4][CH:3]=1. The yield is 0.270. (6) The yield is 0.770. The reactants are [H-].[Na+].[Cl:3][C:4]1[N:9]=[C:8]([NH:10][CH2:11][C:12]([CH3:15])([CH3:14])[CH3:13])[CH:7]=[CH:6][N:5]=1.[C:16](OC(=O)C)(=[O:18])[CH3:17].O. The product is [Cl:3][C:4]1[N:9]=[C:8]([N:10]([CH2:11][C:12]([CH3:15])([CH3:14])[CH3:13])[C:16](=[O:18])[CH3:17])[CH:7]=[CH:6][N:5]=1. The catalyst is CN(C=O)C.